This data is from Full USPTO retrosynthesis dataset with 1.9M reactions from patents (1976-2016). The task is: Predict the reactants needed to synthesize the given product. Given the product [Cl:13][C:14]1[N:19]=[C:18]([Cl:20])[C:17]([C:22]([OH:24])=[O:23])=[C:16]([Cl:21])[N:15]=1, predict the reactants needed to synthesize it. The reactants are: C(NC(C)C)(C)C.C([Li])CCC.[Cl:13][C:14]1[N:19]=[C:18]([Cl:20])[CH:17]=[C:16]([Cl:21])[N:15]=1.[C:22](=[O:24])=[O:23].Cl.